Task: Predict which catalyst facilitates the given reaction.. Dataset: Catalyst prediction with 721,799 reactions and 888 catalyst types from USPTO (1) Reactant: [Cl:1][C:2]1[CH:11]=[C:10]2[C:5]([CH:6]=[C:7]([OH:13])[C:8]([CH3:12])=[N:9]2)=[CH:4][N:3]=1.N1C=CC=CC=1.[F:20][C:21]([F:34])([F:33])[S:22](O[S:22]([C:21]([F:34])([F:33])[F:20])(=[O:24])=[O:23])(=[O:24])=[O:23]. Product: [F:20][C:21]([F:34])([F:33])[S:22]([O:13][C:7]1[C:8]([CH3:12])=[N:9][C:10]2[C:5]([CH:6]=1)=[CH:4][N:3]=[C:2]([Cl:1])[CH:11]=2)(=[O:24])=[O:23]. The catalyst class is: 2. (2) Reactant: [Br:1][C:2]1[CH:7]=[CH:6][C:5]([C:8]2[O:12][N:11]=[C:10]([CH3:13])[C:9]=2[CH2:14][OH:15])=[CH:4][CH:3]=1.[CH3:16][C@@H:17]([N:24]=[C:25]=[O:26])[C:18]1[CH:23]=[CH:22][CH:21]=[CH:20][CH:19]=1. Product: [Br:1][C:2]1[CH:3]=[CH:4][C:5]([C:8]2[O:12][N:11]=[C:10]([CH3:13])[C:9]=2[CH2:14][O:15][C:25](=[O:26])[NH:24][C@@H:17]([C:18]2[CH:23]=[CH:22][CH:21]=[CH:20][CH:19]=2)[CH3:16])=[CH:6][CH:7]=1. The catalyst class is: 308. (3) Reactant: [Cl:1][C:2]1[CH:3]=[CH:4][C:5]2[N:11]([CH2:12][C:13]([CH3:17])([CH3:16])[CH2:14][OH:15])[C:10](=[O:18])[C@@H:9]([CH2:19][C:20](O)=[O:21])[O:8][C@H:7]([C:23]3[CH:28]=[CH:27][CH:26]=[C:25]([O:29][CH3:30])[C:24]=3[O:31][CH3:32])[C:6]=2[CH:33]=1.Cl.[NH2:35][CH2:36][CH2:37][CH2:38][C:39]([O:41][CH3:42])=[O:40].P(C#N)(OCC)(OCC)=O.C(N(CC)CC)C. Product: [Cl:1][C:2]1[CH:3]=[CH:4][C:5]2[N:11]([CH2:12][C:13]([CH3:17])([CH3:16])[CH2:14][OH:15])[C:10](=[O:18])[C@@H:9]([CH2:19][C:20]([NH:35][CH2:36][CH2:37][CH2:38][C:39]([O:41][CH3:42])=[O:40])=[O:21])[O:8][C@H:7]([C:23]3[CH:28]=[CH:27][CH:26]=[C:25]([O:29][CH3:30])[C:24]=3[O:31][CH3:32])[C:6]=2[CH:33]=1. The catalyst class is: 42. (4) Reactant: [F:1][C:2]([F:25])([F:24])[O:3][C:4]1[CH:23]=[CH:22][C:7]([O:8][CH:9]2[CH2:14][CH2:13][N:12](C(OC(C)(C)C)=O)[CH2:11][CH2:10]2)=[CH:6][CH:5]=1.FC(F)(F)C(O)=O. Product: [F:25][C:2]([F:1])([F:24])[O:3][C:4]1[CH:23]=[CH:22][C:7]([O:8][CH:9]2[CH2:10][CH2:11][NH:12][CH2:13][CH2:14]2)=[CH:6][CH:5]=1. The catalyst class is: 2. (5) Reactant: [C:1](C(N)CN)([O:3][CH2:4][CH:5]1[C:17]2[C:12](=[CH:13][CH:14]=[CH:15][CH:16]=2)[C:11]2[C:6]1=[CH:7][CH:8]=[CH:9][CH:10]=2)=[O:2].C([N:24](CC)CC)C. Product: [C:1]([NH2:24])([O:3][CH2:4][CH:5]1[C:13]2[C:12](=[CH:17][CH:16]=[CH:15][CH:14]=2)[C:11]2[C:6]1=[CH:7][CH:8]=[CH:9][CH:10]=2)=[O:2]. The catalyst class is: 3. (6) Reactant: [C:1]([O:5][C:6]([N:8]([CH3:15])[C:9]([CH3:14])([CH3:13])[C:10]([OH:12])=[O:11])=[O:7])([CH3:4])([CH3:3])[CH3:2].ON[C:18](=[O:24])[CH2:19][CH2:20][C:21]([NH2:23])=[O:22].C(N(CC)CC)C.C(Cl)CCl. Product: [C:1]([O:5][C:6]([N:8]([CH3:15])[C:9]([CH3:14])([CH3:13])[C:10]([O:12][N:23]1[C:21](=[O:22])[CH2:20][CH2:19][C:18]1=[O:24])=[O:11])=[O:7])([CH3:4])([CH3:3])[CH3:2]. The catalyst class is: 2.